Dataset: Peptide-MHC class II binding affinity with 134,281 pairs from IEDB. Task: Regression. Given a peptide amino acid sequence and an MHC pseudo amino acid sequence, predict their binding affinity value. This is MHC class II binding data. (1) The MHC is DRB1_0101 with pseudo-sequence DRB1_0101. The binding affinity (normalized) is 0.805. The peptide sequence is YDKFLANVSTVRTGK. (2) The peptide sequence is LQLQPFPQPQLPYPQPQLPY. The MHC is DRB4_0101 with pseudo-sequence DRB4_0103. The binding affinity (normalized) is 0.403. (3) The peptide sequence is ATISATPESATPFPH. The MHC is HLA-DQA10301-DQB10302 with pseudo-sequence HLA-DQA10301-DQB10302. The binding affinity (normalized) is 0.538. (4) The peptide sequence is RRGRIGRNPNRDGDS. The MHC is DRB1_0901 with pseudo-sequence DRB1_0901. The binding affinity (normalized) is 0. (5) The peptide sequence is KTFDTEYQKTKLNDW. The MHC is DRB1_0901 with pseudo-sequence DRB1_0901. The binding affinity (normalized) is 0.108.